Dataset: Reaction yield outcomes from USPTO patents with 853,638 reactions. Task: Predict the reaction yield, written as a fraction of the theoretical maximum amount of product (1.0 means a 100% yield; for example, 0.34 means a 34% yield). The reactants are [F:1][C:2]1[CH:3]=[N:4][C:5]([N:8]2[C:16]3[CH2:15][CH2:14][NH:13][CH:12]([CH3:17])[C:11]=3[N:10]=C2)=[N:6][CH:7]=1.[Cl:18][C:19]1[C:27]([C:28]([F:31])([F:30])[F:29])=[CH:26][CH:25]=[CH:24][C:20]=1[C:21](O)=[O:22].C[N:33](C(ON1N=NC2C=CC=NC1=2)=[N+](C)C)C.F[P-](F)(F)(F)(F)F.CCN(CC)CC. The catalyst is CN(C=O)C.CCOC(C)=O. The product is [Cl:18][C:19]1[C:27]([C:28]([F:31])([F:30])[F:29])=[CH:26][CH:25]=[CH:24][C:20]=1[C:21]([N:13]1[CH2:14][CH2:15][C:16]2[N:8]([C:5]3[N:6]=[CH:7][C:2]([F:1])=[CH:3][N:4]=3)[N:33]=[N:10][C:11]=2[CH:12]1[CH3:17])=[O:22]. The yield is 0.900.